Dataset: Peptide-MHC class I binding affinity with 185,985 pairs from IEDB/IMGT. Task: Regression. Given a peptide amino acid sequence and an MHC pseudo amino acid sequence, predict their binding affinity value. This is MHC class I binding data. (1) The peptide sequence is GTQCALTRR. The MHC is HLA-A11:01 with pseudo-sequence HLA-A11:01. The binding affinity (normalized) is 0.682. (2) The binding affinity (normalized) is 0.557. The peptide sequence is CTDDNALAYY. The MHC is HLA-A30:02 with pseudo-sequence HLA-A30:02. (3) The peptide sequence is RRFRRPMSL. The MHC is HLA-B08:01 with pseudo-sequence HLA-B08:01. The binding affinity (normalized) is 0.564. (4) The peptide sequence is ILNGGLGNA. The MHC is HLA-A02:03 with pseudo-sequence HLA-A02:03. The binding affinity (normalized) is 0.820. (5) The peptide sequence is EVADRVIFM. The MHC is HLA-B58:01 with pseudo-sequence HLA-B58:01. The binding affinity (normalized) is 0.0847.